This data is from Full USPTO retrosynthesis dataset with 1.9M reactions from patents (1976-2016). The task is: Predict the reactants needed to synthesize the given product. (1) Given the product [CH2:1]([O:3][C:4](=[O:25])[C:5]1[CH:10]=[C:9]([N:11]2[C:15]([CH3:16])=[CH:14][CH:13]=[C:12]2[C:17]2[CH:22]=[C:21]([Br:23])[CH:20]=[CH:19][C:18]=2[O:24][CH2:29][C:28]2[CH:31]=[CH:32][C:33]([F:35])=[CH:34][C:27]=2[Cl:26])[CH:8]=[N:7][CH:6]=1)[CH3:2], predict the reactants needed to synthesize it. The reactants are: [CH2:1]([O:3][C:4](=[O:25])[C:5]1[CH:10]=[C:9]([N:11]2[C:15]([CH3:16])=[CH:14][CH:13]=[C:12]2[C:17]2[CH:22]=[C:21]([Br:23])[CH:20]=[CH:19][C:18]=2[OH:24])[CH:8]=[N:7][CH:6]=1)[CH3:2].[Cl:26][C:27]1[CH:34]=[C:33]([F:35])[CH:32]=[CH:31][C:28]=1[CH2:29]Br.C(=O)([O-])[O-].[K+].[K+]. (2) Given the product [Cl:30][C:31]1[CH:32]=[C:33]2[C:37](=[CH:38][CH:39]=1)[NH:36][C:35]([S:40]([N:43]1[CH2:48][CH2:47][N:46]([C:13]([C:12]3[CH:11]=[CH:10][C:9]([C:4]4[CH:5]=[CH:6][C:7](=[O:8])[N:2]([CH3:1])[N:3]=4)=[CH:17][CH:16]=3)=[O:15])[CH2:45][CH2:44]1)(=[O:42])=[O:41])=[CH:34]2, predict the reactants needed to synthesize it. The reactants are: [CH3:1][N:2]1[C:7](=[O:8])[CH:6]=[CH:5][C:4]([C:9]2[CH:17]=[CH:16][C:12]([C:13]([OH:15])=O)=[CH:11][CH:10]=2)=[N:3]1.C(N1C=CN=C1)(N1C=CN=C1)=O.[Cl:30][C:31]1[CH:32]=[C:33]2[C:37](=[CH:38][CH:39]=1)[NH:36][C:35]([S:40]([N:43]1[CH2:48][CH2:47][NH:46][CH2:45][CH2:44]1)(=[O:42])=[O:41])=[CH:34]2.